Dataset: Full USPTO retrosynthesis dataset with 1.9M reactions from patents (1976-2016). Task: Predict the reactants needed to synthesize the given product. (1) Given the product [NH2:14][C:15]1[CH:24]=[CH:23][C:22]([O:25][CH3:26])=[C:21]2[C:16]=1[CH2:17][CH2:18][C@H:19]([NH:27][C:28](=[O:33])[C:29]([F:30])([F:31])[F:32])[CH2:20]2, predict the reactants needed to synthesize it. The reactants are: C1(C(=[N:14][C:15]2[CH:24]=[CH:23][C:22]([O:25][CH3:26])=[C:21]3[C:16]=2[CH2:17][CH2:18][C@H:19]([NH:27][C:28](=[O:33])[C:29]([F:32])([F:31])[F:30])[CH2:20]3)C2C=CC=CC=2)C=CC=CC=1.Cl. (2) Given the product [Br:7][C:8]1[C:9]2[O:19][C:20]([C:21]3[CH:26]=[CH:25][CH:24]=[CH:23][CH:22]=3)=[N:16][C:10]=2[CH:11]=[C:12]([O:14][CH3:15])[CH:13]=1, predict the reactants needed to synthesize it. The reactants are: C([SiH2]Cl)(C)(C)C.[Br:7][C:8]1[CH:13]=[C:12]([O:14][CH3:15])[CH:11]=[C:10]([N+:16]([O-])=O)[C:9]=1[OH:19].[CH:20](=O)[C:21]1[CH:26]=[CH:25][CH:24]=[CH:23][CH:22]=1.O. (3) Given the product [C:1]([O:5][C:6]([NH:8][C@@H:9]([C:18]([N:28]([CH2:21][C:22]1[CH:23]=[CH:24][CH:25]=[CH:26][CH:27]=1)[CH2:29][C:30]([O:32][CH2:33][CH3:34])=[O:31])=[O:20])[CH2:10][C:11]1[CH:16]=[CH:15][CH:14]=[CH:13][C:12]=1[F:17])=[O:7])([CH3:2])([CH3:3])[CH3:4], predict the reactants needed to synthesize it. The reactants are: [C:1]([O:5][C:6]([NH:8][C@@H:9]([C:18]([OH:20])=O)[CH2:10][C:11]1[CH:16]=[CH:15][CH:14]=[CH:13][C:12]=1[F:17])=[O:7])([CH3:4])([CH3:3])[CH3:2].[CH2:21]([NH:28][CH2:29][C:30]([O:32][CH2:33][CH3:34])=[O:31])[C:22]1[CH:27]=[CH:26][CH:25]=[CH:24][CH:23]=1.CCN=C=NCCCN(C)C.Cl.C1C=CC2N(O)N=NC=2C=1. (4) Given the product [CH3:20][C:19]1[CH:18]=[CH:17][C:4]([C:5]([NH:7][CH2:8][CH2:9][CH2:10][N:11]2[CH2:16][CH2:15][O:14][CH2:13][CH2:12]2)=[O:6])=[CH:3][C:2]=1[B:31]1[O:32][C:33]([CH3:35])([CH3:34])[C:29]([CH3:36])([CH3:28])[O:30]1, predict the reactants needed to synthesize it. The reactants are: I[C:2]1[CH:3]=[C:4]([CH:17]=[CH:18][C:19]=1[CH3:20])[C:5]([NH:7][CH2:8][CH2:9][CH2:10][N:11]1[CH2:16][CH2:15][O:14][CH2:13][CH2:12]1)=[O:6].C(N(CC)CC)C.[CH3:28][C:29]1([CH3:36])[C:33]([CH3:35])([CH3:34])[O:32][BH:31][O:30]1. (5) Given the product [NH2:1][C:2]1[C:11]2=[CH:12][N:13]([CH:15]3[O:19][CH:18]([CH2:20][OH:21])[CH:17]([O:39][C:40](=[O:42])[CH3:41])[C:16]3([OH:44])[CH3:43])[N:14]=[C:9]3[C:10]2=[C:4]([C:5](=[O:45])[NH:6][N:7]=[CH:8]3)[CH:3]=1, predict the reactants needed to synthesize it. The reactants are: [NH2:1][C:2]1[C:11]2=[CH:12][N:13]([CH:15]3[O:19][CH:18]([C:20](C4C=CC=CC=4)(C4C=CC=CC=4)[O:21][SiH2]C(C)(C)C)[CH:17]([O:39][C:40](=[O:42])[CH3:41])[C:16]3([OH:44])[CH3:43])[N:14]=[C:9]3[C:10]2=[C:4]([C:5](=[O:45])[NH:6][N:7]=[CH:8]3)[CH:3]=1.CCCC[N+](CCCC)(CCCC)CCCC.[F-].